From a dataset of Forward reaction prediction with 1.9M reactions from USPTO patents (1976-2016). Predict the product of the given reaction. (1) The product is: [C:25]1([C:23]2[CH:22]=[N:21][C:20]3[C:19]([CH:24]=2)=[C:10]2[CH:11]=[CH:12][CH:13]=[CH:14][C:9]2=[N:8][C:31]=3[NH2:32])[CH:30]=[CH:29][CH:28]=[CH:27][CH:26]=1. Given the reactants C(OC([NH:8][C:9]1[CH:14]=[CH:13][CH:12]=[CH:11][C:10]=1B(O)O)=O)(C)(C)C.Cl[C:19]1[C:20]([C:31]#[N:32])=[N:21][CH:22]=[C:23]([C:25]2[CH:30]=[CH:29][CH:28]=[CH:27][CH:26]=2)[CH:24]=1.C(=O)([O-])[O-].[Na+].[Na+], predict the reaction product. (2) Given the reactants [CH3:1][N:2]1[CH2:7][CH2:6][CH2:5][CH:4]([O:8][C:9]2[CH:10]=[C:11]([CH:14]=[CH:15][CH:16]=2)[C:12]#[N:13])[CH2:3]1, predict the reaction product. The product is: [CH3:1][N:2]1[CH2:7][CH2:6][CH2:5][CH:4]([O:8][C:9]2[CH:10]=[C:11]([CH2:12][NH2:13])[CH:14]=[CH:15][CH:16]=2)[CH2:3]1. (3) Given the reactants FC1(F)CC1CN1CCN(C2SC(C(OCC)=O)=C(C)N=2)C1=O.[CH2:24]([N:31]1[CH2:35][CH2:34][N:33]([C:36]2[S:37][C:38]([C:42]([O:44]CC)=[O:43])=[C:39]([CH3:41])[N:40]=2)[C:32]1=[O:47])[C:25]1[CH:30]=[CH:29][CH:28]=[CH:27][CH:26]=1, predict the reaction product. The product is: [CH2:24]([N:31]1[CH2:35][CH2:34][N:33]([C:36]2[S:37][C:38]([C:42]([OH:44])=[O:43])=[C:39]([CH3:41])[N:40]=2)[C:32]1=[O:47])[C:25]1[CH:30]=[CH:29][CH:28]=[CH:27][CH:26]=1. (4) Given the reactants Cl.Cl[CH2:3][C:4]1[N:5]=[CH:6][S:7][CH:8]=1.[F:9][C:10]1[CH:19]=[CH:18][CH:17]=[C:16]2[C:11]=1[C:12]([NH:20][C:21]1[CH:22]=[C:23]3[C:27](=[CH:28][CH:29]=1)[NH:26][N:25]=[CH:24]3)=[N:13][CH:14]=[N:15]2, predict the reaction product. The product is: [F:9][C:10]1[CH:19]=[CH:18][CH:17]=[C:16]2[C:11]=1[C:12]([NH:20][C:21]1[CH:22]=[C:23]3[C:27](=[CH:28][CH:29]=1)[N:26]([CH2:3][C:4]1[N:5]=[CH:6][S:7][CH:8]=1)[N:25]=[CH:24]3)=[N:13][CH:14]=[N:15]2. (5) Given the reactants [Br:1][C:2]1[CH:7]=[CH:6][C:5]([CH:8](O)[CH3:9])=[CH:4][CH:3]=1.[Br:11]P(Br)Br.O, predict the reaction product. The product is: [Br:1][C:2]1[CH:7]=[CH:6][C:5]([CH:8]([Br:11])[CH3:9])=[CH:4][CH:3]=1. (6) Given the reactants F[C:2]1[CH:7]=[C:6]([I:8])[C:5]([CH3:9])=[CH:4][N:3]=1.C([O-])(=O)C.[NH4+:14], predict the reaction product. The product is: [I:8][C:6]1[C:5]([CH3:9])=[CH:4][N:3]=[C:2]([NH2:14])[CH:7]=1. (7) Given the reactants [C:1]([NH:20][C@H:21]([C:25]([O:27][CH2:28][CH:29]([CH2:36][O:37][C:38](=[O:56])[CH2:39][CH2:40][CH2:41][CH2:42][CH2:43][CH2:44][CH2:45][CH2:46][CH2:47][CH2:48][CH2:49][CH2:50][CH2:51][CH2:52][CH2:53][CH2:54][CH3:55])[CH2:30][CH2:31][CH2:32][C:33]([OH:35])=[O:34])=[O:26])[CH:22]([CH3:24])[CH3:23])([C:14]1[CH:19]=[CH:18][CH:17]=[CH:16][CH:15]=1)([C:8]1[CH:13]=[CH:12][CH:11]=[CH:10][CH:9]=1)[C:2]1[CH:7]=[CH:6][CH:5]=[CH:4][CH:3]=1.[F:57][C@@H:58]1[C@@H:62]([CH2:63]O)[O:61][C@@H:60]([N:65]2[C:75]3[N:74]=[C:72]([NH2:73])[NH:71][C:69](=[O:70])[C:68]=3[N:67]=[CH:66]2)[CH2:59]1.CN(C1C=CC=CN=1)C.C1CCC(N=C=NC2CCCCC2)CC1, predict the reaction product. The product is: [F:57][C@@H:58]1[C@@H:62]([CH2:63][O:34][C:33](=[O:35])[CH2:32][CH2:31][CH2:30][CH:29]([CH2:28][O:27][C:25](=[O:26])[C@H:21]([CH:22]([CH3:24])[CH3:23])[NH:20][C:1]([C:14]2[CH:19]=[CH:18][CH:17]=[CH:16][CH:15]=2)([C:2]2[CH:7]=[CH:6][CH:5]=[CH:4][CH:3]=2)[C:8]2[CH:13]=[CH:12][CH:11]=[CH:10][CH:9]=2)[CH2:36][O:37][C:38](=[O:56])[CH2:39][CH2:40][CH2:41][CH2:42][CH2:43][CH2:44][CH2:45][CH2:46][CH2:47][CH2:48][CH2:49][CH2:50][CH2:51][CH2:52][CH2:53][CH2:54][CH3:55])[O:61][C@@H:60]([N:65]2[C:75]3[N:74]=[C:72]([NH2:73])[NH:71][C:69](=[O:70])[C:68]=3[N:67]=[CH:66]2)[CH2:59]1.